Dataset: Reaction yield outcomes from USPTO patents with 853,638 reactions. Task: Predict the reaction yield, written as a fraction of the theoretical maximum amount of product (1.0 means a 100% yield; for example, 0.34 means a 34% yield). (1) The reactants are [Cl:1][C:2]1[C:3]2[CH:10]=[C:9]([C:11]3[C:20]4[C:15](=[CH:16][CH:17]=[CH:18][CH:19]=4)[CH:14]=[CH:13][CH:12]=3)[N:8](S(C3C=CC=CC=3)(=O)=O)[C:4]=2[N:5]=[CH:6][N:7]=1.[OH-].[Na+]. The catalyst is C1COCC1.CO. The product is [Cl:1][C:2]1[C:3]2[CH:10]=[C:9]([C:11]3[C:20]4[C:15](=[CH:16][CH:17]=[CH:18][CH:19]=4)[CH:14]=[CH:13][CH:12]=3)[NH:8][C:4]=2[N:5]=[CH:6][N:7]=1. The yield is 0.650. (2) The reactants are [CH2:1]([N:8]1[CH2:12][CH:11]([C:13]2[CH:18]=[CH:17][C:16]([Cl:19])=[C:15]([Cl:20])[CH:14]=2)[CH:10]([NH:21][CH3:22])[CH2:9]1)[C:2]1[CH:7]=[CH:6][CH:5]=[CH:4][CH:3]=1.CCN(CC)CC.[CH3:42][C:41]([O:40][C:38](O[C:38]([O:40][C:41]([CH3:44])([CH3:43])[CH3:42])=[O:39])=[O:39])([CH3:44])[CH3:43]. The catalyst is C(Cl)Cl.CN(C1C=CN=CC=1)C. The product is [C:41]([O:40][C:38](=[O:39])[N:21]([CH:10]1[CH:11]([C:13]2[CH:18]=[CH:17][C:16]([Cl:19])=[C:15]([Cl:20])[CH:14]=2)[CH2:12][N:8]([CH2:1][C:2]2[CH:7]=[CH:6][CH:5]=[CH:4][CH:3]=2)[CH2:9]1)[CH3:22])([CH3:42])([CH3:43])[CH3:44]. The yield is 0.710. (3) The reactants are C[C@@H](PC)[C]1[C](P(C2C3C(=CC=CC=3)C=CC=2)C2C3C(=CC=CC=3)C=CC=2)[CH][CH][CH]1.[F:31][C:32]1[CH:33]=[C:34]([CH:53]=[CH:54][CH:55]=1)[CH2:35][C:36]1[C:45]2[C:40](=[CH:41][CH:42]=[C:43]([O:46][CH3:47])[CH:44]=2)[CH2:39][CH2:38][C:37]=1[NH:48][C:49](=[O:52])[CH2:50][CH3:51].[H][H]. The catalyst is [Rh+].ClC1CCCCC=CC=1.CO. The product is [F:31][C:32]1[CH:33]=[C:34]([CH:53]=[CH:54][CH:55]=1)[CH2:35][C@@H:36]1[C:45]2[C:40](=[CH:41][CH:42]=[C:43]([O:46][CH3:47])[CH:44]=2)[CH2:39][CH2:38][C@@H:37]1[NH:48][C:49](=[O:52])[CH2:50][CH3:51]. The yield is 0.870.